Predict the product of the given reaction. From a dataset of Forward reaction prediction with 1.9M reactions from USPTO patents (1976-2016). (1) Given the reactants [CH2:1]([O:5][CH2:6][CH2:7][O:8][C:9]1[CH:14]=[CH:13][C:12]([C:15]2[CH:16]=[CH:17][C:18]3[N:24]([CH2:25][CH:26]([CH3:28])[CH3:27])[CH2:23][CH2:22][C:21]([C:29]([NH:31][C:32]4[CH:37]=[CH:36][C:35]([S:38][CH2:39][C:40]5[CH:41]=[N:42][CH:43]=[CH:44][CH:45]=5)=[C:34]([O:46][CH3:47])[CH:33]=4)=[O:30])=[CH:20][C:19]=3[CH:48]=2)=[CH:11][CH:10]=1)[CH2:2][CH2:3][CH3:4].ClC1C=CC=C(C(OO)=[O:57])C=1.S([O-])([O-])(=O)=S.[Na+].[Na+], predict the reaction product. The product is: [CH2:1]([O:5][CH2:6][CH2:7][O:8][C:9]1[CH:10]=[CH:11][C:12]([C:15]2[CH:16]=[CH:17][C:18]3[N:24]([CH2:25][CH:26]([CH3:27])[CH3:28])[CH2:23][CH2:22][C:21]([C:29]([NH:31][C:32]4[CH:37]=[CH:36][C:35]([S:38]([CH2:39][C:40]5[CH:41]=[N:42][CH:43]=[CH:44][CH:45]=5)=[O:57])=[C:34]([O:46][CH3:47])[CH:33]=4)=[O:30])=[CH:20][C:19]=3[CH:48]=2)=[CH:13][CH:14]=1)[CH2:2][CH2:3][CH3:4]. (2) Given the reactants [F:1][C:2]1[CH:7]=[CH:6][C:5]([CH:8]2[CH2:13][CH2:12][NH:11][CH2:10][CH:9]2[O:14][CH2:15][C:16]2[CH:25]=[C:24]([O:26][CH2:27][C:28]3[CH:33]=[CH:32][CH:31]=[CH:30][C:29]=3[O:34]COCC[Si](C)(C)C)[C:23]3[C:18](=[CH:19][CH:20]=[CH:21][CH:22]=3)[CH:17]=2)=[CH:4][CH:3]=1.Cl, predict the reaction product. The product is: [F:1][C:2]1[CH:3]=[CH:4][C:5]([CH:8]2[CH2:13][CH2:12][NH:11][CH2:10][CH:9]2[O:14][CH2:15][C:16]2[CH:25]=[C:24]([O:26][CH2:27][C:28]3[CH:33]=[CH:32][CH:31]=[CH:30][C:29]=3[OH:34])[C:23]3[C:18](=[CH:19][CH:20]=[CH:21][CH:22]=3)[CH:17]=2)=[CH:6][CH:7]=1. (3) Given the reactants Cl.[CH3:2][O:3][C:4]1[CH:5]=[C:6]([C:12]2[C:13]([CH3:25])([CH3:24])[C:14](=[O:23])[N:15]([CH:17]3[CH2:22][CH2:21][NH:20][CH2:19][CH2:18]3)[N:16]=2)[CH:7]=[CH:8][C:9]=1[O:10][CH3:11].[Cl:26][C:27]1[CH:28]=[CH:29][C:30]([O:37][CH3:38])=[C:31]([S:33](Cl)(=[O:35])=[O:34])[CH:32]=1, predict the reaction product. The product is: [Cl:26][C:27]1[CH:28]=[CH:29][C:30]([O:37][CH3:38])=[C:31]([S:33]([N:20]2[CH2:21][CH2:22][CH:17]([N:15]3[C:14](=[O:23])[C:13]([CH3:25])([CH3:24])[C:12]([C:6]4[CH:7]=[CH:8][C:9]([O:10][CH3:11])=[C:4]([O:3][CH3:2])[CH:5]=4)=[N:16]3)[CH2:18][CH2:19]2)(=[O:34])=[O:35])[CH:32]=1. (4) Given the reactants P(Cl)(Cl)(Cl)(Cl)[Cl:2].[NH2:7][C@H:8]([C:13]([OH:15])=O)[C@H:9]([CH2:11][CH3:12])[CH3:10].[Cl-].[Al+3].[Cl-].[Cl-].Cl.[CH:21]1[CH:26]=[CH:25][CH:24]=[CH:23][CH:22]=1, predict the reaction product. The product is: [ClH:2].[NH2:7][C@@H:8]([CH:9]([CH3:10])[CH2:11][CH3:12])[C:13]([C:21]1[CH:26]=[CH:25][CH:24]=[CH:23][CH:22]=1)=[O:15]. (5) Given the reactants Br[C:2]1[S:6][C:5]([CH2:7][C:8]2[C:16]3[C:11](=[CH:12][CH:13]=[CH:14][C:15]=3[CH3:17])[N:10]([C@@H:18]3[O:35][C@H:34]([CH2:36][O:37][C:38](=[O:40])[CH3:39])[C@@H:29]([O:30][C:31](=[O:33])[CH3:32])[C@H:24]([O:25][C:26](=[O:28])[CH3:27])[C@H:19]3[O:20][C:21](=[O:23])[CH3:22])[CH:9]=2)=[CH:4][CH:3]=1.[S:41]1[CH:45]=[CH:44][CH:43]=[C:42]1B(O)O.[F-].[Cs+], predict the reaction product. The product is: [CH3:17][C:15]1[CH:14]=[CH:13][CH:12]=[C:11]2[C:16]=1[C:8]([CH2:7][C:5]1[S:6][C:2]([C:42]3[S:41][CH:45]=[CH:44][CH:43]=3)=[CH:3][CH:4]=1)=[CH:9][N:10]2[C@@H:18]1[O:35][C@H:34]([CH2:36][O:37][C:38](=[O:40])[CH3:39])[C@@H:29]([O:30][C:31](=[O:33])[CH3:32])[C@H:24]([O:25][C:26](=[O:28])[CH3:27])[C@H:19]1[O:20][C:21](=[O:23])[CH3:22]. (6) Given the reactants C([O:3][C:4](=[O:30])[CH2:5][C:6]1([NH:15][C:16](=[O:29])[C:17]2[CH:22]=[CH:21][CH:20]=[C:19]([CH3:23])[C:18]=2[O:24][CH:25]2[CH2:28][CH2:27][CH2:26]2)[CH2:14][C:13]2[C:8](=[CH:9][CH:10]=[CH:11][CH:12]=2)[CH2:7]1)C.O.[OH-].[Na+], predict the reaction product. The product is: [CH:25]1([O:24][C:18]2[C:19]([CH3:23])=[CH:20][CH:21]=[CH:22][C:17]=2[C:16]([NH:15][C:6]2([CH2:5][C:4]([OH:30])=[O:3])[CH2:7][C:8]3[C:13](=[CH:12][CH:11]=[CH:10][CH:9]=3)[CH2:14]2)=[O:29])[CH2:28][CH2:27][CH2:26]1. (7) Given the reactants [C:1]([C:3]1[CH:4]=[CH:5][C:6]2[S:10][C:9]3[CH2:11][CH2:12][CH:13]([C:15](OCC)=[O:16])[CH2:14][C:8]=3[C:7]=2[CH:20]=1)#[N:2].[Li+].[BH4-], predict the reaction product. The product is: [OH:16][CH2:15][CH:13]1[CH2:14][C:8]2[C:7]3[CH:20]=[C:3]([C:1]#[N:2])[CH:4]=[CH:5][C:6]=3[S:10][C:9]=2[CH2:11][CH2:12]1. (8) Given the reactants [F:1][C:2]1[CH:7]=[C:6]([C:8]2[CH:9]=[N:10][N:11]([CH3:13])[CH:12]=2)[CH:5]=[CH:4][C:3]=1[CH2:14]O.S(Cl)([Cl:18])=O, predict the reaction product. The product is: [Cl:18][CH2:14][C:3]1[CH:4]=[CH:5][C:6]([C:8]2[CH:9]=[N:10][N:11]([CH3:13])[CH:12]=2)=[CH:7][C:2]=1[F:1]. (9) Given the reactants Cl.[N:2]1[CH:3]=[CH:4][N:5]2[CH:10]=[CH:9][C:8]([O:11][C:12]3[CH:17]=[CH:16][C:15]([NH:18][C:19]4[C:28]5[C:23](=[CH:24][CH:25]=[C:26](I)[CH:27]=5)[N:22]=[CH:21][N:20]=4)=[CH:14][C:13]=3[CH3:30])=[CH:7][C:6]=12.[CH3:31][C:32]1[N:33]=[C:34]([NH2:37])[S:35][CH:36]=1.CC([O-])(C)C.[Na+].CC1(C)C2C(=C(P(C3C=CC=CC=3)C3C=CC=CC=3)C=CC=2)OC2C(P(C3C=CC=CC=3)C3C=CC=CC=3)=CC=CC1=2, predict the reaction product. The product is: [N:2]1[CH:3]=[CH:4][N:5]2[CH:10]=[CH:9][C:8]([O:11][C:12]3[CH:17]=[CH:16][C:15]([NH:18][C:19]4[C:28]5[C:23](=[CH:24][CH:25]=[C:26]([NH:37][C:34]6[S:35][CH:36]=[C:32]([CH3:31])[N:33]=6)[CH:27]=5)[N:22]=[CH:21][N:20]=4)=[CH:14][C:13]=3[CH3:30])=[CH:7][C:6]=12. (10) Given the reactants [CH2:1]([O:5][C:6]1[N:14]=[C:13]2[C:9]([N:10]=[C:11]([O:35]C)[N:12]2[CH2:15][C:16]2[CH:21]=[CH:20][C:19]([O:22][CH2:23][CH:24]3[CH2:29][CH2:28][N:27]([CH2:30][C:31]([O:33][CH3:34])=[O:32])[CH2:26][CH2:25]3)=[CH:18][CH:17]=2)=[C:8]([NH2:37])[N:7]=1)[CH2:2][CH2:3][CH3:4].Cl.CO, predict the reaction product. The product is: [CH2:1]([O:5][C:6]1[N:14]=[C:13]2[C:9]([NH:10][C:11](=[O:35])[N:12]2[CH2:15][C:16]2[CH:17]=[CH:18][C:19]([O:22][CH2:23][CH:24]3[CH2:29][CH2:28][N:27]([CH2:30][C:31]([O:33][CH3:34])=[O:32])[CH2:26][CH2:25]3)=[CH:20][CH:21]=2)=[C:8]([NH2:37])[N:7]=1)[CH2:2][CH2:3][CH3:4].